From a dataset of Full USPTO retrosynthesis dataset with 1.9M reactions from patents (1976-2016). Predict the reactants needed to synthesize the given product. (1) Given the product [OH:12][C:7]1[CH:6]=[C:5]([C:13]([NH:15][C:16]2[CH:17]=[N:18][CH:19]=[CH:20][CH:21]=2)=[O:14])[C:4]2[C:9](=[CH:10][CH:11]=[C:2]([C:29]3[CH:34]=[CH:33][CH:32]=[CH:31][CH:30]=3)[CH:3]=2)[N:8]=1, predict the reactants needed to synthesize it. The reactants are: Br[C:2]1[CH:3]=[C:4]2[C:9](=[CH:10][CH:11]=1)[N:8]=[C:7]([OH:12])[CH:6]=[C:5]2[C:13]([NH:15][C:16]1[CH:17]=[N:18][CH:19]=[CH:20][CH:21]=1)=[O:14].C(=O)([O-])[O-].[K+].[K+].O.[C:29]1(B(O)O)[CH:34]=[CH:33][CH:32]=[CH:31][CH:30]=1. (2) Given the product [CH2:14]([C:16]1[CH:21]=[C:20]([OH:22])[C:19]([F:23])=[CH:18][C:17]=1[C:24]1[CH:32]=[C:31]2[C:27]([C:28]([C:33]3[NH:34][C:35]4[CH2:40][CH2:39][N:38]([CH2:1][C:3]5[C:4]([C:9]#[N:10])=[N:5][CH:6]=[CH:7][CH:8]=5)[CH2:37][C:36]=4[N:41]=3)=[N:29][NH:30]2)=[CH:26][CH:25]=1)[CH3:15], predict the reactants needed to synthesize it. The reactants are: [CH:1]([C:3]1[C:4]([C:9]#[N:10])=[N:5][CH:6]=[CH:7][CH:8]=1)=O.Br.Br.Br.[CH2:14]([C:16]1[C:17]([C:24]2[CH:32]=[C:31]3[C:27]([C:28]([C:33]4[NH:34][C:35]5[CH2:40][CH2:39][NH:38][CH2:37][C:36]=5[N:41]=4)=[N:29][NH:30]3)=[CH:26][CH:25]=2)=[CH:18][C:19]([F:23])=[C:20]([OH:22])[CH:21]=1)[CH3:15].